From a dataset of Catalyst prediction with 721,799 reactions and 888 catalyst types from USPTO. Predict which catalyst facilitates the given reaction. (1) Reactant: [CH:1]1[C:13]2[CH:12]([CH2:14][O:15][C:16]([NH:18][C@H:19]3[CH2:23][N:22]([C:24]([O:26][C:27]([CH3:30])([CH3:29])[CH3:28])=[O:25])[C@H:21]([CH2:31][OH:32])[CH2:20]3)=[O:17])[C:11]3[C:6](=[CH:7][CH:8]=[CH:9][CH:10]=3)[C:5]=2[CH:4]=[CH:3][CH:2]=1.[CH2:33]([C:35]1[CH:40]=[CH:39][C:38]([N:41]=[C:42]=[O:43])=[CH:37][CH:36]=1)[CH3:34]. Product: [CH:10]1[C:11]2[CH:12]([CH2:14][O:15][C:16]([NH:18][C@H:19]3[CH2:23][N:22]([C:24]([O:26][C:27]([CH3:28])([CH3:29])[CH3:30])=[O:25])[C@H:21]([CH2:31][O:32][C:42](=[O:43])[NH:41][C:38]4[CH:39]=[CH:40][C:35]([CH2:33][CH3:34])=[CH:36][CH:37]=4)[CH2:20]3)=[O:17])[C:13]3[C:5](=[CH:4][CH:3]=[CH:2][CH:1]=3)[C:6]=2[CH:7]=[CH:8][CH:9]=1. The catalyst class is: 251. (2) The catalyst class is: 36. Reactant: [Cl:1][C:2]1[CH:7]=[C:6]2[NH:8][C:9](=[O:44])[C@@:10]3([C@H:14]([CH2:15][C:16]([C:19]#[N:20])([CH3:18])[CH3:17])[NH:13][C@@H:12]([C:21]([NH:23][C:24]4[CH:33]=[CH:32][C:27]([C:28]([O:30]C)=[O:29])=[CH:26][C:25]=4[O:34][CH3:35])=[O:22])[C@@H:11]3[C:36]3[CH:41]=[CH:40][CH:39]=[C:38]([Cl:42])[C:37]=3[F:43])[C:5]2=[CH:4][CH:3]=1.[OH-].[Na+]. Product: [Cl:1][C:2]1[CH:7]=[C:6]2[NH:8][C:9](=[O:44])[C@@:10]3([C@H:14]([CH2:15][C:16]([C:19]#[N:20])([CH3:18])[CH3:17])[NH:13][C@@H:12]([C:21]([NH:23][C:24]4[CH:33]=[CH:32][C:27]([C:28]([OH:30])=[O:29])=[CH:26][C:25]=4[O:34][CH3:35])=[O:22])[C@@H:11]3[C:36]3[CH:41]=[CH:40][CH:39]=[C:38]([Cl:42])[C:37]=3[F:43])[C:5]2=[CH:4][CH:3]=1. (3) Reactant: Cl.[CH3:2][C:3]1[O:7][N:6]=[C:5]([CH2:8][N:9]2[C:14]3[CH:15]=[C:16]([C:18]4[CH:23]=[CH:22][CH:21]=[CH:20][CH:19]=4)[S:17][C:13]=3[C:12](=[O:24])[N:11]([CH:25]3[CH2:30][CH2:29][NH:28][CH2:27][CH2:26]3)[C:10]2=[O:31])[N:4]=1.[CH2:32]([O:34][C:35]1[C:44]([O:45][CH3:46])=[CH:43][C:42]2[C:41]([C:47]3[CH:55]=[CH:54][C:50]([C:51](O)=[O:52])=[CH:49][CH:48]=3)=[N:40][C@@H:39]3[CH2:56][CH2:57][S:58][CH2:59][C@@H:38]3[C:37]=2[CH:36]=1)[CH3:33].CN(C(ON1N=NC2C=CC=CC1=2)=[N+](C)C)C.F[P-](F)(F)(F)(F)F.CCN(C(C)C)C(C)C.C(=O)(O)[O-].[Na+]. Product: [CH2:32]([O:34][C:35]1[C:44]([O:45][CH3:46])=[CH:43][C:42]2[C:41]([C:47]3[CH:48]=[CH:49][C:50]([C:51]([N:28]4[CH2:29][CH2:30][CH:25]([N:11]5[C:12](=[O:24])[C:13]6[S:17][C:16]([C:18]7[CH:19]=[CH:20][CH:21]=[CH:22][CH:23]=7)=[CH:15][C:14]=6[N:9]([CH2:8][C:5]6[N:4]=[C:3]([CH3:2])[O:7][N:6]=6)[C:10]5=[O:31])[CH2:26][CH2:27]4)=[O:52])=[CH:54][CH:55]=3)=[N:40][C@@H:39]3[CH2:56][CH2:57][S:58][CH2:59][C@@H:38]3[C:37]=2[CH:36]=1)[CH3:33]. The catalyst class is: 2.